This data is from Full USPTO retrosynthesis dataset with 1.9M reactions from patents (1976-2016). The task is: Predict the reactants needed to synthesize the given product. (1) Given the product [CH3:18][C:8]1[CH:13]=[CH:12][C:11]([S:14]([O:7][CH2:6][CH2:5][S:2]([CH3:1])(=[O:4])=[O:3])(=[O:16])=[O:15])=[CH:10][CH:9]=1, predict the reactants needed to synthesize it. The reactants are: [CH3:1][S:2]([CH2:5][CH2:6][OH:7])(=[O:4])=[O:3].[C:8]1([CH3:18])[CH:13]=[CH:12][C:11]([S:14](Cl)(=[O:16])=[O:15])=[CH:10][CH:9]=1. (2) Given the product [F:1][C:2]1[C:7]([F:8])=[CH:6][CH:5]=[CH:4][C:3]=1[C:9]1[N:17]=[C:12]2[CH:13]=[N:14][N:15]([CH:25]([C:31]3[O:35][N:34]=[C:33]([C:36]4[CH:41]=[CH:40][C:39]([O:42][CH2:43][CH2:44][CH3:45])=[CH:38][C:37]=4[C:46]([F:48])([F:49])[F:47])[CH:32]=3)[C:26]([O:28][CH2:29][CH3:30])=[O:27])[CH:16]=[C:11]2[N:10]=1, predict the reactants needed to synthesize it. The reactants are: [F:1][C:2]1[C:7]([F:8])=[CH:6][CH:5]=[CH:4][C:3]=1[C:9]1[N:17]=[C:12]2[CH:13]=[N:14][NH:15][CH:16]=[C:11]2[N:10]=1.C([O-])([O-])=O.[K+].[K+].Br[CH:25]([C:31]1[O:35][N:34]=[C:33]([C:36]2[CH:41]=[CH:40][C:39]([O:42][CH2:43][CH2:44][CH3:45])=[CH:38][C:37]=2[C:46]([F:49])([F:48])[F:47])[CH:32]=1)[C:26]([O:28][CH2:29][CH3:30])=[O:27]. (3) Given the product [C:1]([O:5][C:6]([N:8]1[CH2:12][C@@H:11]([CH2:13][N:14]([CH:31]([CH3:33])[CH3:32])[C:15]([C:16]2[CH:17]=[C:18]3[C:19]([C:53]([CH3:61])=[CH:52][N:47]3[CH2:50][CH2:51][CH2:56][O:57][CH3:58])=[CH:20][CH:21]=2)=[O:30])[C@H:10]([CH2:34][OH:35])[CH2:9]1)=[O:7])([CH3:2])([CH3:3])[CH3:4], predict the reactants needed to synthesize it. The reactants are: [C:1]([O:5][C:6]([N:8]1[CH2:12][C@@H:11]([CH2:13][N:14]([CH:31]([CH3:33])[CH3:32])[C:15](=[O:30])[C:16]2[CH:21]=[CH:20][C:19](OC)=[C:18](OCCCOC)[CH:17]=2)[C@H:10]([C:34](C)(C)[O:35][SiH2]C(C)(C)C)[CH2:9]1)=[O:7])([CH3:4])([CH3:3])[CH3:2].O.[F-].C([N+:47]([CH2:52][CH3:53])([CH2:50][CH3:51])CC)C.O.C[CH2:56][O:57][C:58](C)=O.[CH3:61]C#N. (4) Given the product [C:4]([O:3][C:1]([NH:8][C:9]([CH3:14])([C:11]([O:13][CH3:15])=[O:12])[CH3:10])=[O:2])([CH3:6])([CH3:7])[CH3:5], predict the reactants needed to synthesize it. The reactants are: [C:1]([NH:8][C:9]([CH3:14])([C:11]([OH:13])=[O:12])[CH3:10])([O:3][C:4]([CH3:7])([CH3:6])[CH3:5])=[O:2].[C:15]([O-])([O-])=O.[K+].[K+].CI. (5) Given the product [CH3:43][O:44][CH2:23][C:22]1[NH:21][C:26]2[CH:27]=[C:29]([C:9]3[CH:10]=[CH:11][C:12]4[N:13]([N:14]=[C:15]([NH2:17])[N:16]=4)[C:8]=3[CH2:7][CH:4]3[CH2:5][CH2:6][O:1][CH2:2][CH2:3]3)[CH:34]=[CH:33][C:19]=2[N:35]=1, predict the reactants needed to synthesize it. The reactants are: [O:1]1[CH2:6][CH2:5][CH:4]([CH2:7][C:8]2[N:13]3[N:14]=[C:15]([NH2:17])[N:16]=[C:12]3[CH:11]=[CH:10][CH:9]=2)[CH2:3][CH2:2]1.N[C:19]1[N:35]=[C:22]2[CH:23]=CC=[C:26]([C:27]([CH:29]3[CH2:34][CH2:33]OCC3)=O)[N:21]2N=1.O.NN.[OH-].[K+].Cl.C(O)[CH2:43][OH:44].